This data is from CYP1A2 inhibition data for predicting drug metabolism from PubChem BioAssay. The task is: Regression/Classification. Given a drug SMILES string, predict its absorption, distribution, metabolism, or excretion properties. Task type varies by dataset: regression for continuous measurements (e.g., permeability, clearance, half-life) or binary classification for categorical outcomes (e.g., BBB penetration, CYP inhibition). Dataset: cyp1a2_veith. (1) The compound is CCOC(=O)c1sc(N(Cc2ccccc2)C(=O)CN2C(=O)CN(C)C2=O)nc1C. The result is 1 (inhibitor). (2) The molecule is O=C(NC(Cc1ccccc1)C(=O)O)/C(=C\c1ccco1)NC(=O)c1ccc(Br)cc1. The result is 0 (non-inhibitor). (3) The molecule is CC(C)[C@@H](OCc1ccccc1)[C@H](C)/C=N\OC[C@@H](O)[C@@H]1O[C@@H]2OC(C)(C)O[C@@H]2[C@H]1O. The result is 0 (non-inhibitor). (4) The compound is O=C(NCCNC(=O)c1cc(OCC(F)(F)F)ccc1OCC(F)(F)F)Nc1ccc(OC(F)(F)F)cc1. The result is 0 (non-inhibitor). (5) The drug is O=c1c(-c2cc(F)cc(F)c2)nc2cnc(Oc3ccccc3)nc2n1C[C@H]1CCCO1. The result is 1 (inhibitor).